Task: Predict the reactants needed to synthesize the given product.. Dataset: Full USPTO retrosynthesis dataset with 1.9M reactions from patents (1976-2016) (1) The reactants are: [CH2:1]([O:3][C:4]([C:6]1[NH:7][C:8]2[C:13]([C:14](=[O:18])[C:15]=1[O:16][CH3:17])=[CH:12][CH:11]=[CH:10][CH:9]=2)=[O:5])[CH3:2].[C:19](=O)([O-])[O-].[K+].[K+].IC.[CH3:27]C(C)=O. Given the product [CH2:1]([O:3][C:4]([C:6]1[C:15]([O:16][CH3:17])=[C:14]([O:18][CH3:19])[C:13]2[C:8](=[CH:9][CH:10]=[CH:11][CH:12]=2)[N:7]=1)=[O:5])[CH3:2].[CH2:1]([O:3][C:4]([C:6]1[N:7]([CH3:27])[C:8]2[C:13]([C:14](=[O:18])[C:15]=1[O:16][CH3:17])=[CH:12][CH:11]=[CH:10][CH:9]=2)=[O:5])[CH3:2], predict the reactants needed to synthesize it. (2) Given the product [CH2:1]=[CH:2][CH2:3][NH3+:4].[CH2:5]1[O:7][CH:6]1[CH2:8][Cl:9].[C:10]([O-:7])([OH:12])=[O:11], predict the reactants needed to synthesize it. The reactants are: [CH2:1]=[CH:2][CH2:3][NH2:4].[CH2:5]1[O:7][CH:6]1[CH2:8][Cl:9].[C:10](=[O:12])=[O:11]. (3) The reactants are: [CH3:1][O:2][C:3]1[C:11]([CH3:12])=[CH:10][CH:9]=[C:8]2[C:4]=1[CH:5]=[C:6]([C:13]([NH2:15])=O)[NH:7]2.P(Cl)(Cl)(Cl)=O.C(Cl)(Cl)Cl. Given the product [CH3:1][O:2][C:3]1[C:11]([CH3:12])=[CH:10][CH:9]=[C:8]2[C:4]=1[CH:5]=[C:6]([C:13]#[N:15])[NH:7]2, predict the reactants needed to synthesize it.